Dataset: Full USPTO retrosynthesis dataset with 1.9M reactions from patents (1976-2016). Task: Predict the reactants needed to synthesize the given product. (1) Given the product [CH:31]1[N:27]2[C:28]3[C:23]([CH2:24][CH2:25][C:26]2=[N:33][N:32]=1)=[CH:22][C:21]([C:11]1[CH:10]=[C:9]([C:3]([OH:8])([C:4]([F:7])([F:6])[F:5])[C:2]([F:19])([F:18])[F:1])[CH:14]=[N:13][CH:12]=1)=[CH:30][CH:29]=3, predict the reactants needed to synthesize it. The reactants are: [F:1][C:2]([F:19])([F:18])[C:3]([C:9]1[CH:10]=[C:11](B(O)O)[CH:12]=[N:13][CH:14]=1)([OH:8])[C:4]([F:7])([F:6])[F:5].Br[C:21]1[CH:22]=[C:23]2[C:28](=[CH:29][CH:30]=1)[N:27]1[CH:31]=[N:32][N:33]=[C:26]1[CH2:25][CH2:24]2.C(=O)([O-])[O-].[K+].[K+]. (2) Given the product [NH2:5][CH2:4][C:3]1[CH:6]=[C:7]([Cl:10])[CH:8]=[CH:9][C:2]=1[NH2:1], predict the reactants needed to synthesize it. The reactants are: [NH2:1][C:2]1[CH:9]=[CH:8][C:7]([Cl:10])=[CH:6][C:3]=1[C:4]#[N:5].[H-].[Al+3].[Li+].[H-].[H-].[H-].O. (3) Given the product [Cl:9][C:4]1[CH:5]=[C:6]([NH2:8])[CH:7]=[C:2]([O:10][CH2:11][CH3:12])[N:3]=1, predict the reactants needed to synthesize it. The reactants are: Cl[C:2]1[CH:7]=[C:6]([NH2:8])[CH:5]=[C:4]([Cl:9])[N:3]=1.[O-:10][CH2:11][CH3:12].[Na+].O. (4) Given the product [CH:40]([O:43][C:5]1[N:10]=[C:9]([O:11][C:12]2[CH:17]=[CH:16][C:15]([F:18])=[C:14]([F:19])[CH:13]=2)[C:8]([C:20]2[CH:25]=[CH:24][C:23]([Cl:26])=[CH:22][CH:21]=2)=[C:7]([C:27]2[CH:32]=[CH:31][C:30]([Cl:33])=[CH:29][C:28]=2[Cl:34])[N:6]=1)([CH3:42])[CH3:41], predict the reactants needed to synthesize it. The reactants are: CS([C:5]1[N:10]=[C:9]([O:11][C:12]2[CH:17]=[CH:16][C:15]([F:18])=[C:14]([F:19])[CH:13]=2)[C:8]([C:20]2[CH:25]=[CH:24][C:23]([Cl:26])=[CH:22][CH:21]=2)=[C:7]([C:27]2[CH:32]=[CH:31][C:30]([Cl:33])=[CH:29][C:28]=2[Cl:34])[N:6]=1)(=O)=O.C([Li])CCC.[CH:40]([OH:43])([CH3:42])[CH3:41]. (5) Given the product [CH2:32]([N:6]1[C:5]([C:12]([C:14]2[CH:15]=[C:16]([CH:21]=[CH:22][C:23]#[N:24])[CH:17]=[C:18]([CH3:20])[CH:19]=2)=[O:13])=[C:4]([CH:1]([CH3:3])[CH3:2])[C:9](=[O:10])[NH:8][C:7]1=[O:11])[CH3:33], predict the reactants needed to synthesize it. The reactants are: [CH:1]([C:4]1[C:9](=[O:10])[NH:8][C:7](=[O:11])[NH:6][C:5]=1[C:12]([C:14]1[CH:15]=[C:16]([CH:21]=[CH:22][C:23]#[N:24])[CH:17]=[C:18]([CH3:20])[CH:19]=1)=[O:13])([CH3:3])[CH3:2].C(=O)([O-])[O-].[K+].[K+].I[CH2:32][CH3:33].